From a dataset of Forward reaction prediction with 1.9M reactions from USPTO patents (1976-2016). Predict the product of the given reaction. (1) Given the reactants [F:1][C:2]1[CH:53]=[CH:52][C:5]([C:6](/[N:8]=[C:9]2\[NH:10][C:11]3[CH:40]=[CH:39][C:38]([CH2:41][N:42]4[CH2:47][CH2:46][CH:45]([C:48]([OH:51])([CH3:50])[CH3:49])[CH2:44][CH2:43]4)=[CH:37][C:12]=3[N:13]\2[C@@H:14]2[CH2:19][CH2:18][C@H:17]([C:20]([N:22]3[CH:27]4[CH2:28][CH2:29][CH:23]3[CH2:24][N:25](C(OC(C)(C)C)=O)[CH2:26]4)=[O:21])[CH2:16][CH2:15]2)=[O:7])=[CH:4][CH:3]=1.[ClH:54].O1CCOCC1, predict the reaction product. The product is: [ClH:54].[ClH:54].[CH:23]12[N:22]([C:20]([C@@H:17]3[CH2:18][CH2:19][C@H:14]([N:13]4[C:12]5[CH:37]=[C:38]([CH2:41][N:42]6[CH2:43][CH2:44][CH:45]([C:48]([OH:51])([CH3:50])[CH3:49])[CH2:46][CH2:47]6)[CH:39]=[CH:40][C:11]=5[NH:10]/[C:9]/4=[N:8]\[C:6](=[O:7])[C:5]4[CH:52]=[CH:53][C:2]([F:1])=[CH:3][CH:4]=4)[CH2:15][CH2:16]3)=[O:21])[CH:27]([CH2:28][CH2:29]1)[CH2:26][NH:25][CH2:24]2. (2) Given the reactants [Br:1][C:2]1[CH:3]=[C:4]([C:9]2[O:10][C:11]3[CH:17]=[CH:16][CH:15]=[C:14]([C:18]#[N:19])[C:12]=3[N:13]=2)[C:5]([NH2:8])=[N:6][CH:7]=1.[C:20](O[C:20]([O:22][C:23]([CH3:26])([CH3:25])[CH3:24])=[O:21])([O:22][C:23]([CH3:26])([CH3:25])[CH3:24])=[O:21], predict the reaction product. The product is: [Br:1][C:2]1[CH:3]=[C:4]([C:9]2[O:10][C:11]3[CH:17]=[CH:16][CH:15]=[C:14]([C:18]#[N:19])[C:12]=3[N:13]=2)[C:5]([N:8]([C:20]([O:22][C:23]([CH3:26])([CH3:25])[CH3:24])=[O:21])[C:20](=[O:21])[O:22][C:23]([CH3:26])([CH3:25])[CH3:24])=[N:6][CH:7]=1. (3) Given the reactants F[B-](F)(F)F.[CH3:6][O+](C)C.[C:10]([O:14][C:15]([N:17]1[CH2:23][CH2:22][C:21](=[O:24])[NH:20][CH2:19][CH2:18]1)=[O:16])([CH3:13])([CH3:12])[CH3:11], predict the reaction product. The product is: [C:10]([O:14][C:15]([N:17]1[CH2:23][CH2:22][C:21]([O:24][CH3:6])=[N:20][CH2:19][CH2:18]1)=[O:16])([CH3:13])([CH3:11])[CH3:12]. (4) Given the reactants [CH2:1]=[CH:2][CH2:3][CH2:4][CH2:5][CH2:6][CH2:7][CH2:8][CH2:9][CH3:10].[F:11][C:12]([C:14]([F:17])([F:16])[F:15])=[CH2:13], predict the reaction product. The product is: [F:11][C:12]([C:14]([F:17])([F:16])[F:15])=[CH2:13].[CH2:1]=[CH:2][CH2:3][CH2:4][CH2:5][CH2:6][CH2:7][CH2:8][CH2:9][CH3:10]. (5) Given the reactants [C:1]1([C:7]2[C:11]([C:12]3[N:13]=[CH:14][NH:15][CH:16]=3)=[C:10]([CH2:17][O:18][CH3:19])[O:9][N:8]=2)[CH:6]=[CH:5][CH:4]=[CH:3][CH:2]=1.F[C:21]1[CH:28]=[CH:27][C:24]([C:25]#[N:26])=[CH:23][CH:22]=1, predict the reaction product. The product is: [CH3:19][O:18][CH2:17][C:10]1[O:9][N:8]=[C:7]([C:1]2[CH:2]=[CH:3][CH:4]=[CH:5][CH:6]=2)[C:11]=1[C:12]1[N:13]=[CH:14][N:15]([C:21]2[CH:28]=[CH:27][C:24]([C:25]#[N:26])=[CH:23][CH:22]=2)[CH:16]=1. (6) Given the reactants [C:1]([Cl:4])(=O)C.Cl.[Cl:6][C:7]1[CH:15]=[C:14]([O:16][CH3:17])[C:13]([NH:18][NH2:19])=[CH:12][C:8]=1[C:9]([OH:11])=[O:10], predict the reaction product. The product is: [ClH:4].[Cl:6][C:7]1[CH:15]=[C:14]([O:16][CH3:17])[C:13]([NH:18][NH2:19])=[CH:12][C:8]=1[C:9]([O:11][CH3:1])=[O:10]. (7) Given the reactants [Cl:1][C:2]1[CH:7]=[CH:6][CH:5]=[C:4]([CH3:8])[C:3]=1[NH2:9].OS(O)(=O)=O.[N:15]([O-])=O.[Na+].C([O-])(=O)C.[Na+], predict the reaction product. The product is: [Cl:1][C:2]1[CH:7]=[CH:6][CH:5]=[C:4]2[C:3]=1[NH:9][N:15]=[CH:8]2.